Task: Predict the reaction yield, written as a fraction of the theoretical maximum amount of product (1.0 means a 100% yield; for example, 0.34 means a 34% yield).. Dataset: Reaction yield outcomes from USPTO patents with 853,638 reactions (1) The product is [CH3:1][O:2][C:3]([C:5]1[N:6]=[CH:7][N:8]([CH2:23][O:22][CH2:21][CH2:20][Si:17]([CH3:19])([CH3:18])[CH3:16])[CH:9]=1)=[O:4]. The yield is 0.850. The reactants are [CH3:1][O:2][C:3]([C:5]1[N:6]=[CH:7][NH:8][CH:9]=1)=[O:4].C([O-])([O-])=O.[K+].[K+].[CH3:16][Si:17]([CH2:20][CH2:21][O:22][CH2:23]Cl)([CH3:19])[CH3:18].CN(C=O)C. The catalyst is CCOC(C)=O. (2) The reactants are [CH3:1][O:2][C:3]([NH:5][C@@H:6]([CH:57]([CH3:59])[CH3:58])[C:7]([N:9]1[CH2:13][C@@H:12]([S:14][CH3:15])[CH2:11][C@H:10]1[C:16]([NH:18][CH2:19][C:20]([C:22]1[CH:27]=[CH:26][C:25]([C:28]2[CH:33]=[CH:32][C:31]([C:34]3[NH:38][C:37]([C@@H:39]4[CH2:43][C@H:42]([CH2:44][O:45][CH3:46])[CH2:41][N:40]4C(OCC4C=CC=CC=4)=O)=[N:36][CH:35]=3)=[CH:30][CH:29]=2)=[CH:24][CH:23]=1)=O)=O)=[O:8])=[O:4].[C:60]1(C)C=[CH:64][CH:63]=[CH:62][CH:61]=1.C([O-])(=O)C.[NH4+:71].[CH3:72][CH2:73][O:74][C:75](C)=[O:76]. No catalyst specified. The product is [CH3:1][O:2][C:3]([NH:5][C@@H:6]([CH:57]([CH3:59])[CH3:58])[C:7]([N:9]1[CH2:13][C@@H:12]([S:14][CH3:15])[CH2:11][C@H:10]1[C:16]1[NH:71][C:20]([C:22]2[CH:23]=[CH:24][C:25]([C:28]3[CH:29]=[CH:30][C:31]([C:34]4[NH:38][C:37]([C@@H:39]5[CH2:43][C@H:42]([CH2:44][O:45][CH3:46])[CH2:41][N:40]5[C:75]([O:74][CH2:73][C:72]5[CH:64]=[CH:63][CH:62]=[CH:61][CH:60]=5)=[O:76])=[N:36][CH:35]=4)=[CH:32][CH:33]=3)=[CH:26][CH:27]=2)=[CH:19][N:18]=1)=[O:8])=[O:4]. The yield is 0.580. (3) The reactants are Br[CH2:2][CH2:3][CH2:4][CH2:5][CH2:6][CH2:7][O:8][Si:9]([C:12]([CH3:15])([CH3:14])[CH3:13])([CH3:11])[CH3:10].[C:16](OCC)(=O)[CH3:17].CCCCCC. The catalyst is CS(C)=O.O1CCCC1. The product is [Si:9]([O:8][CH2:7][CH2:6][CH2:5][CH2:4][CH2:3][CH2:2][C:16]#[CH:17])([C:12]([CH3:15])([CH3:14])[CH3:13])([CH3:11])[CH3:10]. The yield is 0.738. (4) The reactants are [Cl:1][C:2]1[CH:3]=[N:4][N:5]([CH3:17])[C:6]=1[C:7]1[CH:8]=[C:9]([C:14]([OH:16])=O)[S:10][C:11]=1[O:12][CH3:13].[NH2:18][C@@H:19]([CH2:32][C:33]1[CH:38]=[CH:37][CH:36]=[C:35]([F:39])[CH:34]=1)[CH2:20][N:21]1[C:29](=[O:30])[C:28]2[C:23](=[CH:24][CH:25]=[CH:26][CH:27]=2)[C:22]1=[O:31].CC(OC(N[C@H](C(O)=O)CC1C=CC=CC=1C(F)(F)F)=O)(C)C.C1CN([P+](Br)(N2CCCC2)N2CCCC2)CC1.F[P-](F)(F)(F)(F)F.CCN(C(C)C)C(C)C. The catalyst is C(Cl)(Cl)Cl. The product is [Cl:1][C:2]1[CH:3]=[N:4][N:5]([CH3:17])[C:6]=1[C:7]1[CH:8]=[C:9]([C:14]([NH:18][C@@H:19]([CH2:32][C:33]2[CH:38]=[CH:37][CH:36]=[C:35]([F:39])[CH:34]=2)[CH2:20][N:21]2[C:29](=[O:30])[C:28]3[C:23](=[CH:24][CH:25]=[CH:26][CH:27]=3)[C:22]2=[O:31])=[O:16])[S:10][C:11]=1[O:12][CH3:13]. The yield is 0.630. (5) The reactants are [CH:1]1[CH:15]=[C:14]2[C:4]([CH:5]([OH:16])[C:6]3[C:11]([CH:12]=[CH:13]2)=[CH:10][CH:9]=[CH:8][CH:7]=3)=[CH:3][CH:2]=1.[H-].[Na+].[C:19]([O:23]C(=O)CBr)(C)(C)[CH3:20].[H-].[Al+3].[Li+].[H-].[H-].[H-]. The catalyst is C1COCC1.CCOCC. The product is [CH:15]1[C:14]2[CH:13]=[CH:12][C:11]3[CH:10]=[CH:9][CH:8]=[CH:7][C:6]=3[CH:5]([O:16][CH2:20][CH2:19][OH:23])[C:4]=2[CH:3]=[CH:2][CH:1]=1. The yield is 0.500. (6) The reactants are [Br:1]Br.[OH:3][C:4]1[CH:5]=[C:6]2[C:11](=[CH:12][CH:13]=1)[CH:10]=[N:9][CH:8]=[CH:7]2.C(OCC)(=O)C. The catalyst is C(Cl)(Cl)Cl. The product is [Br:1][C:5]1[C:4]([OH:3])=[CH:13][CH:12]=[C:11]2[C:6]=1[CH:7]=[CH:8][N:9]=[CH:10]2. The yield is 0.880.